Predict the product of the given reaction. From a dataset of Forward reaction prediction with 1.9M reactions from USPTO patents (1976-2016). (1) Given the reactants [N+:1]([C:4]1[C:5]([NH:10][CH:11]([CH3:16])[C:12](OC)=[O:13])=[N:6][CH:7]=[CH:8][CH:9]=1)([O-])=O.Cl, predict the reaction product. The product is: [CH3:16][CH:11]1[NH:10][C:5]2[N:6]=[CH:7][CH:8]=[CH:9][C:4]=2[NH:1][C:12]1=[O:13]. (2) Given the reactants O[C:2]1[CH:7]=[CH:6][N:5]=[CH:4][C:3]=1[N+:8]([O-:10])=[O:9].P(Cl)(Cl)(Cl)(Cl)[Cl:12], predict the reaction product. The product is: [Cl:12][C:2]1[CH:7]=[CH:6][N:5]=[CH:4][C:3]=1[N+:8]([O-:10])=[O:9]. (3) The product is: [Cl:32][C:2]1[C:7]([C:8]#[N:9])=[CH:6][N:5]=[C:4]([NH:10][C:11]2[CH:16]=[CH:15][CH:14]=[C:13]([O:17][CH3:18])[CH:12]=2)[N:3]=1. Given the reactants O[C:2]1[C:7]([C:8]#[N:9])=[CH:6][N:5]=[C:4]([NH:10][C:11]2[CH:16]=[CH:15][CH:14]=[C:13]([O:17][CH3:18])[CH:12]=2)[N:3]=1.CN(C=O)C.C(=O)([O-])[O-].[Na+].[Na+].O=P(Cl)(Cl)[Cl:32], predict the reaction product.